Predict the reactants needed to synthesize the given product. From a dataset of Full USPTO retrosynthesis dataset with 1.9M reactions from patents (1976-2016). (1) Given the product [CH3:30][C:7]1[N:6]([C:13]2[CH:18]=[CH:17][C:16]([C:19]3[C:20](=[O:29])[NH:21][C:22]4([CH2:28][CH2:27][CH2:26][CH2:25][CH2:24]4)[N:23]=3)=[CH:15][CH:14]=2)[CH:5]=[CH:4][N:8]=1, predict the reactants needed to synthesize it. The reactants are: N[C@@H](C(O)=O)C[C:4]1[N:8]=[CH:7][NH:6][CH:5]=1.Br[C:13]1[CH:18]=[CH:17][C:16]([C:19]2[C:20](=[O:29])[NH:21][C:22]3([CH2:28][CH2:27][CH2:26][CH2:25][CH2:24]3)[N:23]=2)=[CH:15][CH:14]=1.[C:30](=O)([O-])[O-].[K+].[K+].C(=O)(O)[O-].[Na+]. (2) Given the product [C:10]1([N:16]2[C:20]3[CH:21]=[CH:22][CH:23]=[CH:24][C:19]=3[N:18]=[C:17]2[NH:25][N:26]=[C:1]([C:4]2[CH:9]=[CH:8][CH:7]=[CH:6][N:5]=2)[CH3:2])[CH:11]=[CH:12][CH:13]=[CH:14][CH:15]=1, predict the reactants needed to synthesize it. The reactants are: [C:1]([C:4]1[CH:9]=[CH:8][CH:7]=[CH:6][N:5]=1)(=O)[CH3:2].[C:10]1([N:16]2[C:20]3[CH:21]=[CH:22][CH:23]=[CH:24][C:19]=3[N:18]=[C:17]2[NH:25][NH2:26])[CH:15]=[CH:14][CH:13]=[CH:12][CH:11]=1. (3) The reactants are: [C:1]1([C:17]2[CH:22]=[CH:21][CH:20]=[CH:19][CH:18]=2)[CH:6]=[CH:5][CH:4]=[CH:3][C:2]=1[O:7][CH2:8][CH2:9][CH2:10][CH2:11][CH2:12][CH2:13][CH2:14][CH2:15][OH:16].C1(C)C=CC(S(O)(=O)=O)=CC=1.[C:34](O)(=[O:37])[CH:35]=[CH2:36].C1(C=CC(O)=CC=1)O.COC1C=CC(O)=CC=1.C([O-])(=O)C=C. Given the product [C:1]1([C:17]2[CH:22]=[CH:21][CH:20]=[CH:19][CH:18]=2)[CH:6]=[CH:5][CH:4]=[CH:3][C:2]=1[O:7][CH2:8][CH2:9][CH2:10][CH2:11][CH2:12][CH2:13][CH2:14][CH2:15][O:16][C:34](=[O:37])[CH:35]=[CH2:36], predict the reactants needed to synthesize it. (4) Given the product [O:31]=[C:22]1[C:23]2[C:28](=[CH:27][CH:26]=[CH:25][CH:24]=2)[C:29](=[O:30])[N:21]1[CH2:20][CH2:19][N:18]([S:32]([CH3:35])(=[O:33])=[O:34])[C:13]1[CH:14]=[CH:15][CH:16]=[CH:17][C:12]=1[CH:9]1[CH2:8][CH2:7][N:6]([C:4](=[O:5])[C@H:3]([NH:2][C:63]([C@@H:54]2[CH2:55][C:56]3[C:61](=[CH:60][CH:59]=[CH:58][CH:57]=3)[CH2:62][N:53]2[C:66]([O:68][C:69]([CH3:72])([CH3:71])[CH3:70])=[O:67])=[O:64])[CH2:36][C:37]2[CH:38]=[CH:39][C:40]([Cl:43])=[CH:41][CH:42]=2)[CH2:11][CH2:10]1, predict the reactants needed to synthesize it. The reactants are: Cl.[NH2:2][C@H:3]([CH2:36][C:37]1[CH:42]=[CH:41][C:40]([Cl:43])=[CH:39][CH:38]=1)[C:4]([N:6]1[CH2:11][CH2:10][CH:9]([C:12]2[CH:17]=[CH:16][CH:15]=[CH:14][C:13]=2[N:18]([S:32]([CH3:35])(=[O:34])=[O:33])[CH2:19][CH2:20][N:21]2[C:29](=[O:30])[C:28]3[C:23](=[CH:24][CH:25]=[CH:26][CH:27]=3)[C:22]2=[O:31])[CH2:8][CH2:7]1)=[O:5].CCN(C(C)C)C(C)C.[N:53]1([C:66]([O:68][C:69]([CH3:72])([CH3:71])[CH3:70])=[O:67])[CH2:62][C:61]2[C:56](=[CH:57][CH:58]=[CH:59][CH:60]=2)[CH2:55][C@H:54]1[C:63](O)=[O:64].C1C=NC2N(O)N=NC=2C=1.C(Cl)CCl. (5) The reactants are: [Cl:1][C:2]1[CH:3]=[C:4]([CH:17]=[CH:18][CH:19]=1)[CH2:5][NH:6][C:7]1[CH:12]=[C:11](F)[CH:10]=[CH:9][C:8]=1[N+:14]([O-:16])=[O:15].[N:20]1([C:26]([O:28][C:29]([CH3:32])([CH3:31])[CH3:30])=[O:27])[CH2:25][CH2:24][NH:23][CH2:22][CH2:21]1.C(N(CC)C(C)C)(C)C. Given the product [Cl:1][C:2]1[CH:3]=[C:4]([CH:17]=[CH:18][CH:19]=1)[CH2:5][NH:6][C:7]1[CH:12]=[C:11]([N:23]2[CH2:22][CH2:21][N:20]([C:26]([O:28][C:29]([CH3:32])([CH3:31])[CH3:30])=[O:27])[CH2:25][CH2:24]2)[CH:10]=[CH:9][C:8]=1[N+:14]([O-:16])=[O:15], predict the reactants needed to synthesize it.